Dataset: Forward reaction prediction with 1.9M reactions from USPTO patents (1976-2016). Task: Predict the product of the given reaction. (1) The product is: [CH3:1][O:2][C:3]1[CH:4]=[C:5]2[C:10](=[CH:11][CH:12]=1)[C:9](=[O:13])[C:8](=[CH2:17])[CH2:7][CH2:6]2. Given the reactants [CH3:1][O:2][C:3]1[CH:4]=[C:5]2[C:10](=[CH:11][CH:12]=1)[C:9](=[O:13])[CH2:8][CH2:7][CH2:6]2.C=O.F[C:17](F)(F)C([O-])=O.C[NH2+]C1C=CC=CC=1.CCOCC, predict the reaction product. (2) Given the reactants [Br:1][C:2]1[N:7]=[C:6]([CH2:8]Br)[CH:5]=[CH:4][CH:3]=1.[C-:10]#[N:11].[Na+], predict the reaction product. The product is: [Br:1][C:2]1[N:7]=[C:6]([CH2:8][C:10]#[N:11])[CH:5]=[CH:4][CH:3]=1.